From a dataset of Reaction yield outcomes from USPTO patents with 853,638 reactions. Predict the reaction yield, written as a fraction of the theoretical maximum amount of product (1.0 means a 100% yield; for example, 0.34 means a 34% yield). (1) The reactants are [Cl:1][C:2]1[C:7]([Cl:8])=[CH:6][C:5]([C:9](=[O:11])[CH3:10])=[C:4]([OH:12])[CH:3]=1.[I:13]N1C(=O)CCC1=O. The catalyst is C(O)(=O)C. The product is [Cl:1][C:2]1[C:7]([Cl:8])=[CH:6][C:5]([C:9](=[O:11])[CH3:10])=[C:4]([OH:12])[C:3]=1[I:13]. The yield is 0.460. (2) The reactants are [OH:1][C:2]1[CH:7]=[CH:6][C:5]([C:8]2[C:9](=[O:23])[C:10]([CH3:22])([CH3:21])[O:11][C:12]=2[C:13]2[CH:18]=[CH:17][C:16]([O:19][CH3:20])=[CH:15][CH:14]=2)=[CH:4][CH:3]=1.C(=O)([O-])[O-].[Cs+].[Cs+].CN(C=O)C.Cl[CH2:36][C:37]1[N:38]=[C:39]2[CH:44]=[CH:43][CH:42]=[CH:41][N:40]2[CH:45]=1. The catalyst is O. The product is [N:38]1[C:37]([CH2:36][O:1][C:2]2[CH:3]=[CH:4][C:5]([C:8]3[C:9](=[O:23])[C:10]([CH3:21])([CH3:22])[O:11][C:12]=3[C:13]3[CH:18]=[CH:17][C:16]([O:19][CH3:20])=[CH:15][CH:14]=3)=[CH:6][CH:7]=2)=[CH:45][N:40]2[CH:41]=[CH:42][CH:43]=[CH:44][C:39]=12. The yield is 0.777. (3) The reactants are Br[CH2:2][C:3]([C:5]1[S:6][C:7]([F:10])=[CH:8][CH:9]=1)=[O:4].C(=O)([O-])[O-].[K+].[K+].[CH2:17]([NH:20][CH2:21][CH:22]=[CH2:23])[CH:18]=[CH2:19]. The catalyst is C(#N)C.C(OCC)(=O)C.O. The product is [CH2:17]([N:20]([CH2:21][CH:22]=[CH2:23])[CH2:2][C:3]([C:5]1[S:6][C:7]([F:10])=[CH:8][CH:9]=1)=[O:4])[CH:18]=[CH2:19]. The yield is 0.870.